Task: Predict the reactants needed to synthesize the given product.. Dataset: Full USPTO retrosynthesis dataset with 1.9M reactions from patents (1976-2016) (1) Given the product [O:26]=[C:24]1[C:12]2[C:7](=[CH:8][CH:9]=[CH:10][CH:11]=2)[CH2:6][C@H:4]([C:3]([O:2][CH3:1])=[O:13])[NH:5]1, predict the reactants needed to synthesize it. The reactants are: [CH3:1][O:2][C:3](=[O:13])[C@@H:4]([CH2:6][C:7]1[CH:12]=[CH:11][CH:10]=[CH:9][CH:8]=1)[NH2:5].C(N(C(C)C)CC)(C)C.Cl[C:24](Cl)([O:26]C(=O)OC(Cl)(Cl)Cl)Cl.[Cl-].[Al+3].[Cl-].[Cl-]. (2) The reactants are: O1CCCCC1[O:7][CH2:8][CH2:9][CH2:10][CH2:11][CH2:12][CH2:13][O:14][C:15]1[CH:16]=[C:17]([C:21]2[N:26]=[C:25]([C:27]([O:29][CH3:30])=[O:28])[CH:24]=[CH:23][CH:22]=2)[CH:18]=[CH:19][CH:20]=1.O.C1(C)C=CC(S(O)(=O)=O)=CC=1.C(OCC)(=O)C.CCCCCC. Given the product [OH:7][CH2:8][CH2:9][CH2:10][CH2:11][CH2:12][CH2:13][O:14][C:15]1[CH:16]=[C:17]([C:21]2[N:26]=[C:25]([C:27]([O:29][CH3:30])=[O:28])[CH:24]=[CH:23][CH:22]=2)[CH:18]=[CH:19][CH:20]=1, predict the reactants needed to synthesize it. (3) Given the product [F:24][C:25]1[CH:33]=[CH:32][CH:31]=[C:30]([F:34])[C:26]=1[C:27]([NH:1][C:4]1[C:5]([C:9]2[NH:10][C:11]([C:18]3[CH:23]=[CH:22][CH:21]=[CH:20][CH:19]=3)=[C:12]([CH2:14][CH2:15][CH2:16][OH:17])[N:13]=2)=[N:6][NH:7][CH:8]=1)=[O:28], predict the reactants needed to synthesize it. The reactants are: [N+:1]([C:4]1[C:5]([C:9]2[NH:10][C:11]([C:18]3[CH:23]=[CH:22][CH:21]=[CH:20][CH:19]=3)=[C:12]([CH2:14][CH2:15][CH2:16][OH:17])[N:13]=2)=[N:6][NH:7][CH:8]=1)([O-])=O.[F:24][C:25]1[CH:33]=[CH:32][CH:31]=[C:30]([F:34])[C:26]=1[C:27](O)=[O:28].Cl.CN(C)CCCN=C=NCC.ON1C2C=CC=CC=2N=N1. (4) The reactants are: [Cl:1][C:2]1[N:6]2[CH2:7][CH2:8][NH:9][CH2:10][C:5]2=[C:4]([C:11]([NH2:13])=[O:12])[C:3]=1[C:14]1[CH:19]=[CH:18][CH:17]=[C:16]([C:20]#[N:21])[CH:15]=1.[O:22]1[CH2:27][CH2:26][CH:25]([NH:28][C:29](=O)[O:30]C2C=CC([N+]([O-])=O)=CC=2)[CH2:24][CH2:23]1.C(=O)([O-])[O-].[K+].[K+]. Given the product [Cl:1][C:2]1[N:6]2[CH2:7][CH2:8][N:9]([C:29]([NH:28][CH:25]3[CH2:26][CH2:27][O:22][CH2:23][CH2:24]3)=[O:30])[CH2:10][C:5]2=[C:4]([C:11]([NH2:13])=[O:12])[C:3]=1[C:14]1[CH:19]=[CH:18][CH:17]=[C:16]([C:20]#[N:21])[CH:15]=1, predict the reactants needed to synthesize it. (5) Given the product [Br:1][C:2]1[CH:7]=[CH:6][N:5]=[C:4]2[N:8]([S:21]([C:18]3[CH:19]=[CH:20][C:15]([CH3:14])=[CH:16][CH:17]=3)(=[O:23])=[O:22])[C:9]([I:11])=[CH:10][C:3]=12, predict the reactants needed to synthesize it. The reactants are: [Br:1][C:2]1[CH:7]=[CH:6][N:5]=[C:4]2[NH:8][C:9]([I:11])=[CH:10][C:3]=12.[H-].[Na+].[CH3:14][C:15]1[CH:20]=[CH:19][C:18]([S:21](Cl)(=[O:23])=[O:22])=[CH:17][CH:16]=1.O. (6) Given the product [F:1][C:2]1[C:3]([C:11]2[CH:16]=[CH:15][C:14]([OH:17])=[CH:13][CH:12]=2)=[N:4][CH:5]=[C:6]([CH:10]=1)[C:7]#[N:9], predict the reactants needed to synthesize it. The reactants are: [F:1][C:2]1[C:3]([C:11]2[CH:16]=[CH:15][C:14]([OH:17])=[CH:13][CH:12]=2)=[N:4][CH:5]=[C:6]([CH:10]=1)[C:7]([NH2:9])=O.C(OC(C(F)(F)F)=O)(C(F)(F)F)=O.Cl. (7) Given the product [Cl:1][C:2]1[CH:3]=[C:4]([S:9][C:10]2[N:14]([CH2:15][C:16]3[CH:21]=[CH:20][N:19]=[CH:18][CH:17]=3)[C:13]([CH:22]=[O:28])=[CH:12][C:11]=2[CH:23]([CH3:25])[CH3:24])[CH:5]=[C:6]([Cl:8])[CH:7]=1, predict the reactants needed to synthesize it. The reactants are: [Cl:1][C:2]1[CH:3]=[C:4]([S:9][C:10]2[N:14]([CH2:15][C:16]3[CH:21]=[CH:20][N:19]=[CH:18][CH:17]=3)[C:13]([CH3:22])=[CH:12][C:11]=2[CH:23]([CH3:25])[CH3:24])[CH:5]=[C:6]([Cl:8])[CH:7]=1.C([O-])(=[O:28])C.C([O-])(=O)C.C([O-])(=O)C.C([O-])(=O)C.[Pb+4]. (8) The reactants are: [CH2:1]1[C:9]2[C:4](=[CH:5][CH:6]=[CH:7][CH:8]=2)[CH2:3][CH:2]1[C:10]([OH:12])=[O:11].S(=O)(=O)(O)O.[CH2:18](O)[CH3:19]. Given the product [CH2:3]1[C:4]2[C:9](=[CH:8][CH:7]=[CH:6][CH:5]=2)[CH2:1][CH:2]1[C:10]([O:12][CH2:18][CH3:19])=[O:11], predict the reactants needed to synthesize it. (9) Given the product [Br:1][C:2]1[C:3]([S:10][C:11]([CH3:14])([CH3:13])[CH3:12])=[C:4]([CH:5]=[N:16][OH:17])[CH:7]=[CH:8][CH:9]=1, predict the reactants needed to synthesize it. The reactants are: [Br:1][C:2]1[C:3]([S:10][C:11]([CH3:14])([CH3:13])[CH3:12])=[C:4]([CH:7]=[CH:8][CH:9]=1)[CH:5]=O.Cl.[NH2:16][OH:17].